The task is: Predict the reactants needed to synthesize the given product.. This data is from Full USPTO retrosynthesis dataset with 1.9M reactions from patents (1976-2016). (1) Given the product [Br:19][C:17]1[CH:18]=[C:13]([NH:12][C@@H:4]2[CH:5]3[CH2:10][N:1]4[CH2:8][CH:7]([CH2:9][CH:3]2[CH2:2]4)[CH2:6]3)[CH:14]=[N:15][CH:16]=1, predict the reactants needed to synthesize it. The reactants are: [N:1]12[CH2:10][CH:5]3[CH2:6][CH:7]([CH2:9][CH:3]([C:4]3=O)[CH2:2]1)[CH2:8]2.[NH2:12][C:13]1[CH:14]=[N:15][CH:16]=[C:17]([Br:19])[CH:18]=1.N. (2) Given the product [CH3:11][N:12]([CH3:13])[C:2]1[CH:7]=[CH:6][C:5]([N+:8]([O-:10])=[O:9])=[CH:4][N:3]=1, predict the reactants needed to synthesize it. The reactants are: Cl[C:2]1[CH:7]=[CH:6][C:5]([N+:8]([O-:10])=[O:9])=[CH:4][N:3]=1.[CH3:11][NH:12][CH3:13].